This data is from Full USPTO retrosynthesis dataset with 1.9M reactions from patents (1976-2016). The task is: Predict the reactants needed to synthesize the given product. (1) Given the product [CH3:23][N:22]1[C:18]([C:16]([NH:15][C:11]2[CH:10]=[C:9]([CH:14]=[CH:13][CH:12]=2)[O:8][C:5]2[CH:4]=[CH:3][C:2]([NH:1][C:26]([NH:25][C:28](=[O:29])[O:30][CH2:31][CH3:32])=[S:27])=[N:7][CH:6]=2)=[O:17])=[CH:19][C:20]([CH3:24])=[N:21]1, predict the reactants needed to synthesize it. The reactants are: [NH2:1][C:2]1[N:7]=[CH:6][C:5]([O:8][C:9]2[CH:10]=[C:11]([NH:15][C:16]([C:18]3[N:22]([CH3:23])[N:21]=[C:20]([CH3:24])[CH:19]=3)=[O:17])[CH:12]=[CH:13][CH:14]=2)=[CH:4][CH:3]=1.[N:25]([C:28]([O:30][CH2:31][CH3:32])=[O:29])=[C:26]=[S:27]. (2) Given the product [CH:2]1([N+:8]([O-:9])=[CH:22][C:21]2[CH:24]=[CH:25][CH:26]=[CH:27][C:20]=2[S:17]([N:14]2[CH2:13][CH2:12][N:11]([CH3:10])[CH2:16][CH2:15]2)(=[O:18])=[O:19])[CH2:7][CH2:6][CH2:5][CH2:4][CH2:3]1, predict the reactants needed to synthesize it. The reactants are: Cl.[CH:2]1([NH:8][OH:9])[CH2:7][CH2:6][CH2:5][CH2:4][CH2:3]1.[CH3:10][N:11]1[CH2:16][CH2:15][N:14]([S:17]([C:20]2[CH:27]=[CH:26][CH:25]=[CH:24][C:21]=2[CH:22]=O)(=[O:19])=[O:18])[CH2:13][CH2:12]1.